From a dataset of Reaction yield outcomes from USPTO patents with 853,638 reactions. Predict the reaction yield, written as a fraction of the theoretical maximum amount of product (1.0 means a 100% yield; for example, 0.34 means a 34% yield). (1) The reactants are O=[C:2]([CH3:13])[CH2:3][C:4]1[CH:12]=[CH:11][CH:10]=[CH:9][C:5]=1[C:6]([OH:8])=O.[CH3:14][O:15][C:16]1[CH:22]=[CH:21][C:19]([NH2:20])=[CH:18][CH:17]=1.Cl.C(N=C=NCCCN(C)C)C.N1C=CC=CC=1. The catalyst is C(Cl)(Cl)Cl. The product is [CH3:14][O:15][C:16]1[CH:22]=[CH:21][C:19]([N:20]2[C:2]([CH3:13])=[CH:3][C:4]3[C:5](=[CH:9][CH:10]=[CH:11][CH:12]=3)[C:6]2=[O:8])=[CH:18][CH:17]=1. The yield is 0.440. (2) The reactants are Cl.C[O:3][C:4](=O)[C@H:5]([CH2:7][C:8]1[CH:13]=[CH:12][CH:11]=[CH:10][CH:9]=1)[NH2:6].[OH-].[NH4+:16]. The catalyst is O. The product is [NH2:6][C@@H:5]([CH2:7][C:8]1[CH:13]=[CH:12][CH:11]=[CH:10][CH:9]=1)[C:4]([NH2:16])=[O:3]. The yield is 0.590. (3) The reactants are [Cl:1][C:2]1[CH:3]=[C:4]([C:8]2[O:12][N:11]=[C:10]([CH2:13][CH:14]3[CH2:19][CH2:18][CH2:17][NH:16][C:15]3=O)[N:9]=2)[CH:5]=[CH:6][CH:7]=1.[C:21]([NH:29][NH2:30])(=O)[C:22]1[CH:27]=[CH:26][N:25]=[CH:24][CH:23]=1. The catalyst is C(Cl)Cl. The product is [Cl:1][C:2]1[CH:3]=[C:4]([C:8]2[O:12][N:11]=[C:10]([CH2:13][CH:14]3[CH2:19][CH2:18][CH2:17][N:16]4[C:21]([C:22]5[CH:27]=[CH:26][N:25]=[CH:24][CH:23]=5)=[N:29][N:30]=[C:15]34)[N:9]=2)[CH:5]=[CH:6][CH:7]=1. The yield is 0.200. (4) The reactants are [CH3:1][O:2][C:3]1[CH:8]=[CH:7][CH:6]=[CH:5][C:4]=1[C:9]1[C:17]2[C:12](=[N:13][CH:14]=[C:15]([C:18]3[CH:19]=[C:20]([CH:24]=[CH:25][CH:26]=3)[C:21](O)=[O:22])[N:16]=2)[NH:11][CH:10]=1.CCN=C=NCCCN(C)C.CN(C(ON1N=NC2C=CC=CC1=2)=[N+](C)C)C.F[P-](F)(F)(F)(F)F.C(N(C(C)C)CC)(C)C.[CH3:71][N:72]([CH3:81])[CH2:73][CH2:74][N:75]1[CH2:80][CH2:79][NH:78][CH2:77][CH2:76]1. The catalyst is CN(C=O)C. The product is [CH3:71][N:72]([CH3:81])[CH2:73][CH2:74][N:75]1[CH2:80][CH2:79][N:78]([C:21]([C:20]2[CH:24]=[CH:25][CH:26]=[C:18]([C:15]3[N:16]=[C:17]4[C:9]([C:4]5[CH:5]=[CH:6][CH:7]=[CH:8][C:3]=5[O:2][CH3:1])=[CH:10][NH:11][C:12]4=[N:13][CH:14]=3)[CH:19]=2)=[O:22])[CH2:77][CH2:76]1. The yield is 0.120. (5) The reactants are C(=O)([O-])[O-].[Na+].[Na+].[CH3:7][C:8]1[CH:12]([CH:13]=[O:14])[C:11](=[O:15])[N:10]([C:16]2[CH:21]=[CH:20][CH:19]=[CH:18][CH:17]=2)[N:9]=1.[CH2:22]([O:24][C:25](=[O:28])[CH2:26]Br)[CH3:23]. The catalyst is CC(C)=O. The product is [CH2:22]([O:24][C:25]([CH2:26][O:15][C:11]1[N:10]([C:16]2[CH:21]=[CH:20][CH:19]=[CH:18][CH:17]=2)[N:9]=[C:8]([CH3:7])[C:12]=1[CH:13]=[O:14])=[O:28])[CH3:23]. The yield is 0.371. (6) The reactants are [F:1][C:2]([F:15])([C:9]1[CH:14]=[CH:13][CH:12]=[CH:11][CH:10]=1)[CH2:3][O:4][CH2:5][CH2:6][CH2:7][OH:8].C1(CCCCOCCC=O)C=CC=CC=1. No catalyst specified. The product is [F:1][C:2]([F:15])([C:9]1[CH:14]=[CH:13][CH:12]=[CH:11][CH:10]=1)[CH2:3][O:4][CH2:5][CH2:6][CH:7]=[O:8]. The yield is 0.600.